This data is from Reaction yield outcomes from USPTO patents with 853,638 reactions. The task is: Predict the reaction yield, written as a fraction of the theoretical maximum amount of product (1.0 means a 100% yield; for example, 0.34 means a 34% yield). (1) The reactants are [Cl:1][C:2]1[CH:3]=[C:4]([CH:9]2[C:18]3[C:13](=[CH:14][C:15](B4OC(C)(C)C(C)(C)O4)=[C:16]([F:19])[CH:17]=3)[CH2:12][N:11](C)[CH2:10]2)[CH:5]=[CH:6][C:7]=1[Cl:8].Cl[C:31]1[N:32]=[N:33][C:34]([CH3:37])=[CH:35][CH:36]=1.C(=O)([O-])[O-].[Cs+].[Cs+].CN(C)C1C2C(=CC=CC=2N(C)C)C=CC=1. The catalyst is CN(C)C=O.O.C1C=CC(P(C2C=CC=CC=2)[C-]2C=CC=C2)=CC=1.C1C=CC(P(C2C=CC=CC=2)[C-]2C=CC=C2)=CC=1.Cl[Pd]Cl.[Fe+2]. The product is [Cl:1][C:2]1[CH:3]=[C:4]([CH:9]2[C:18]3[C:13](=[CH:14][C:15]([C:31]4[N:32]=[N:33][C:34]([CH3:37])=[CH:35][CH:36]=4)=[C:16]([F:19])[CH:17]=3)[CH2:12][NH:11][CH2:10]2)[CH:5]=[CH:6][C:7]=1[Cl:8]. The yield is 0.0300. (2) The reactants are [Si:1]([O:8][CH2:9][CH2:10][O:11][C:12]1[CH:13]=[CH:14][C:15]([CH:29]=O)=[N:16][C:17]=1[C:18]1[CH:23]=[CH:22][C:21]([S:24]([CH2:27][CH3:28])(=[O:26])=[O:25])=[CH:20][CH:19]=1)([C:4]([CH3:7])([CH3:6])[CH3:5])([CH3:3])[CH3:2].[NH2:31][C:32]1[CH:40]=[C:39]([O:41][CH3:42])[CH:38]=[C:37]([O:43][CH3:44])[C:33]=1[C:34]([NH2:36])=[O:35].OS([O-])=O.[Na+].O.C1(C)C=CC(S(O)(=O)=O)=CC=1. The catalyst is CN(C)C(=O)C. The product is [Si:1]([O:8][CH2:9][CH2:10][O:11][C:12]1[CH:13]=[CH:14][C:15]([C:29]2[NH:36][C:34](=[O:35])[C:33]3[C:32](=[CH:40][C:39]([O:41][CH3:42])=[CH:38][C:37]=3[O:43][CH3:44])[N:31]=2)=[N:16][C:17]=1[C:18]1[CH:19]=[CH:20][C:21]([S:24]([CH2:27][CH3:28])(=[O:26])=[O:25])=[CH:22][CH:23]=1)([C:4]([CH3:6])([CH3:7])[CH3:5])([CH3:2])[CH3:3]. The yield is 0.940. (3) The reactants are [Cl:1][C:2]1[CH:7]=[CH:6][C:5]([N:8]2[CH2:13][CH2:12][NH:11][CH2:10][CH2:9]2)=[C:4]([CH3:14])[CH:3]=1.N1C(C)=CC=CC=1C.[I-].[K+].Br[CH2:26][CH2:27][CH:28]=[C:29]1[C:35]2[CH:36]=[CH:37][CH:38]=[N:39][C:34]=2[CH2:33][O:32][C:31]2[CH:40]=[CH:41][C:42]([C:44]([OH:47])([CH3:46])[CH3:45])=[CH:43][C:30]1=2. The catalyst is C(O)(C)C. The product is [Cl:1][C:2]1[CH:7]=[CH:6][C:5]([N:8]2[CH2:13][CH2:12][N:11]([CH2:26][CH2:27][CH:28]=[C:29]3[C:35]4[CH:36]=[CH:37][CH:38]=[N:39][C:34]=4[CH2:33][O:32][C:31]4[CH:40]=[CH:41][C:42]([C:44]([OH:47])([CH3:46])[CH3:45])=[CH:43][C:30]3=4)[CH2:10][CH2:9]2)=[C:4]([CH3:14])[CH:3]=1. The yield is 0.540. (4) The reactants are [N:1]1([C:7]2[C:8]3[S:28][C:27]([CH2:29][N:30]4[CH2:35][CH2:34][N:33]([C:36]([CH3:41])([CH3:40])[C:37]([NH2:39])=[O:38])[CH2:32][CH2:31]4)=[CH:26][C:9]=3[N:10]=[C:11]([Sn](CCCC)(CCCC)CCCC)[N:12]=2)[CH2:6][CH2:5][O:4][CH2:3][CH2:2]1.Br[C:43]1[C:48]([CH3:49])=[N:47][CH:46]=[C:45]2[NH:50][CH:51]=[CH:52][C:44]=12. The catalyst is O1CCOCC1.C1C=CC([P]([Pd]([P](C2C=CC=CC=2)(C2C=CC=CC=2)C2C=CC=CC=2)([P](C2C=CC=CC=2)(C2C=CC=CC=2)C2C=CC=CC=2)[P](C2C=CC=CC=2)(C2C=CC=CC=2)C2C=CC=CC=2)(C2C=CC=CC=2)C2C=CC=CC=2)=CC=1.S1C=CC=C1C([O-])=O.[Cu+]. The product is [CH3:40][C:36]([N:33]1[CH2:34][CH2:35][N:30]([CH2:29][C:27]2[S:28][C:8]3[C:7]([N:1]4[CH2:2][CH2:3][O:4][CH2:5][CH2:6]4)=[N:12][C:11]([C:43]4[C:48]([CH3:49])=[N:47][CH:46]=[C:45]5[NH:50][CH:51]=[CH:52][C:44]=45)=[N:10][C:9]=3[CH:26]=2)[CH2:31][CH2:32]1)([CH3:41])[C:37]([NH2:39])=[O:38]. The yield is 0.430. (5) The reactants are [Cl:1][C:2]1[CH:12]=[CH:11][C:10]([N+:13]([O-])=O)=[CH:9][C:3]=1[CH:4]=[CH:5][C:6]([OH:8])=O.[CH2:16]([NH:18][CH2:19][CH3:20])[CH3:17].Cl.CN(C)CCCN=C=NCC.O.ON1C2C=CC=CC=2N=N1. The catalyst is C(Cl)(Cl)Cl. The product is [NH2:13][C:10]1[CH:11]=[CH:12][C:2]([Cl:1])=[C:3](/[CH:4]=[CH:5]/[C:6]([N:18]([CH2:19][CH3:20])[CH2:16][CH3:17])=[O:8])[CH:9]=1. The yield is 0.970.